This data is from HIV replication inhibition screening data with 41,000+ compounds from the AIDS Antiviral Screen. The task is: Binary Classification. Given a drug SMILES string, predict its activity (active/inactive) in a high-throughput screening assay against a specified biological target. (1) The compound is CC(=O)C1=C(C)N2C(=NC3=C(CCc4ccccc43)C2c2ccc(F)cc2)S1. The result is 0 (inactive). (2) The molecule is COc1cc(C(=O)CC(CCC(=O)Nc2ccc(Cl)cc2Cl)=NNC(=O)C(=O)NN)ccc1O. The result is 0 (inactive).